From a dataset of Reaction yield outcomes from USPTO patents with 853,638 reactions. Predict the reaction yield, written as a fraction of the theoretical maximum amount of product (1.0 means a 100% yield; for example, 0.34 means a 34% yield). (1) The reactants are C(=O)([O-])[O-].[K+].[K+].I[CH2:8][CH2:9][CH3:10].[CH2:11]([O:13][C:14]([C:16]1[N:17]=[C:18]([CH2:21][C:22]2[CH:27]=[CH:26][C:25]([Br:28])=[CH:24][CH:23]=2)[NH:19][CH:20]=1)=[O:15])[CH3:12].CN(C=O)C. The catalyst is CCOC(C)=O. The product is [CH2:11]([O:13][C:14]([C:16]1[N:17]=[C:18]([CH2:21][C:22]2[CH:23]=[CH:24][C:25]([Br:28])=[CH:26][CH:27]=2)[N:19]([CH2:8][CH2:9][CH3:10])[CH:20]=1)=[O:15])[CH3:12].[CH2:11]([O:13][C:14]([C:16]1[N:17]([CH2:8][CH2:9][CH3:10])[C:18]([CH2:21][C:22]2[CH:23]=[CH:24][C:25]([Br:28])=[CH:26][CH:27]=2)=[N:19][CH:20]=1)=[O:15])[CH3:12]. The yield is 0.336. (2) The reactants are [C:1]1(/[CH:7]=[CH:8]\[C@@H:9]2[CH2:25][N:13]3[CH2:14][CH2:15][N:16]([C:18]4[N:23]=[CH:22][C:21]([F:24])=[CH:20][N:19]=4)[CH2:17][C@@H:12]3[CH2:11][CH2:10]2)[CH:6]=[CH:5][CH:4]=[CH:3][CH:2]=1.[H][H]. The catalyst is [Pd].C(O)C. The product is [C:1]1([CH2:7][CH2:8][C@H:9]2[CH2:25][N:13]3[CH2:14][CH2:15][N:16]([C:18]4[N:23]=[CH:22][C:21]([F:24])=[CH:20][N:19]=4)[CH2:17][C@@H:12]3[CH2:11][CH2:10]2)[CH:6]=[CH:5][CH:4]=[CH:3][CH:2]=1. The yield is 0.830.